From a dataset of Forward reaction prediction with 1.9M reactions from USPTO patents (1976-2016). Predict the product of the given reaction. (1) Given the reactants CC(C)([O-])C.[K+].[C:7]([O:18][C:19]([CH3:22])([CH3:21])[CH3:20])(=[O:17])[CH2:8][CH2:9][C:10]([O:12]C(C)(C)C)=[O:11].[CH2:23]([N:30]1[C:34]([CH:35]=O)=[CH:33][N:32]=[C:31]1[C:37]([CH3:40])([CH3:39])[CH3:38])[C:24]1[CH:29]=[CH:28][CH:27]=[CH:26][CH:25]=1, predict the reaction product. The product is: [CH2:23]([N:30]1[C:34](/[CH:35]=[C:8](/[C:7]([O:18][C:19]([CH3:20])([CH3:21])[CH3:22])=[O:17])\[CH2:9][C:10]([OH:12])=[O:11])=[CH:33][N:32]=[C:31]1[C:37]([CH3:40])([CH3:39])[CH3:38])[C:24]1[CH:25]=[CH:26][CH:27]=[CH:28][CH:29]=1. (2) Given the reactants [CH:1]1([Mg]Cl)[CH2:6][CH2:5][CH2:4][CH2:3][CH2:2]1.CCOCC.[O:14]=[C:15]1[CH:28]=[C:27]([CH:29]=[O:30])[C:26]2[C:17](=[C:18]3[CH2:33][CH2:32][CH2:31][N:20]4[CH2:21][CH2:22][CH2:23][C:24]([CH:25]=2)=[C:19]34)[O:16]1.OC(C1C2C(=C3CCCN4CCCC(C=2)=C34)OC(=O)C=1)C(C)C, predict the reaction product. The product is: [CH:1]1([CH:29]([OH:30])[C:27]2[C:26]3[C:17](=[C:18]4[CH2:33][CH2:32][CH2:31][N:20]5[CH2:21][CH2:22][CH2:23][C:24]([CH:25]=3)=[C:19]45)[O:16][C:15](=[O:14])[CH:28]=2)[CH2:6][CH2:5][CH2:4][CH2:3][CH2:2]1. (3) Given the reactants CN(/C=[N:5]/[C:6]1[C:11]2[C:12]([C:15]3[CH:20]=[CH:19][C:18]([NH:21][C:22]([C:24]4[N:25]([CH3:33])[C:26]5[C:31]([CH:32]=4)=[CH:30][CH:29]=[CH:28][CH:27]=5)=[O:23])=[C:17]([O:34][CH3:35])[CH:16]=3)=[CH:13][S:14][C:10]=2[C:9]([NH:36][S:37]([C:40]2[S:41][CH:42]=[CH:43][CH:44]=2)(=[O:39])=[O:38])=[CH:8][N:7]=1)C.Cl, predict the reaction product. The product is: [NH2:5][C:6]1[C:11]2[C:12]([C:15]3[CH:20]=[CH:19][C:18]([NH:21][C:22]([C:24]4[N:25]([CH3:33])[C:26]5[C:31]([CH:32]=4)=[CH:30][CH:29]=[CH:28][CH:27]=5)=[O:23])=[C:17]([O:34][CH3:35])[CH:16]=3)=[CH:13][S:14][C:10]=2[C:9]([NH:36][S:37]([C:40]2[S:41][CH:42]=[CH:43][CH:44]=2)(=[O:38])=[O:39])=[CH:8][N:7]=1. (4) Given the reactants [F:1][CH:2]([F:10])[CH2:3][N:4]1[CH2:8][CH2:7][C@@H:6]([NH2:9])[CH2:5]1.F[C:12]1[CH:17]=[CH:16][C:15]([S:18]([NH2:21])(=[O:20])=[O:19])=[CH:14][C:13]=1[N+:22]([O-:24])=[O:23], predict the reaction product. The product is: [F:1][CH:2]([F:10])[CH2:3][N:4]1[CH2:8][CH2:7][C@@H:6]([NH:9][C:12]2[CH:17]=[CH:16][C:15]([S:18]([NH2:21])(=[O:20])=[O:19])=[CH:14][C:13]=2[N+:22]([O-:24])=[O:23])[CH2:5]1. (5) The product is: [C:8]([C:5]1[CH:6]=[CH:7][C:2]([NH:1][C:15](=[O:16])[CH3:14])=[C:3]([OH:13])[CH:4]=1)(=[O:12])[CH2:9][CH2:10][CH3:11]. Given the reactants [NH2:1][C:2]1[CH:7]=[CH:6][C:5]([C:8](=[O:12])[CH2:9][CH2:10][CH3:11])=[CH:4][C:3]=1[OH:13].[CH3:14][C:15](OC(C)=O)=[O:16], predict the reaction product. (6) Given the reactants [F:1][C:2]([F:36])([F:35])[C:3]1[CH:8]=[CH:7][C:6]([CH:9]2[C:18]3[C:13](=[CH:14][CH:15]=[CH:16][CH:17]=3)[CH2:12][CH2:11][N:10]2[C:19]([NH:21][C@@H:22]2[CH2:27][CH2:26][CH2:25][N:24](C(OC(C)(C)C)=O)[CH2:23]2)=[O:20])=[CH:5][CH:4]=1, predict the reaction product. The product is: [NH:24]1[CH2:25][CH2:26][CH2:27][C@@H:22]([NH:21][C:19]([N:10]2[CH2:11][CH2:12][C:13]3[C:18](=[CH:17][CH:16]=[CH:15][CH:14]=3)[CH:9]2[C:6]2[CH:5]=[CH:4][C:3]([C:2]([F:1])([F:35])[F:36])=[CH:8][CH:7]=2)=[O:20])[CH2:23]1. (7) Given the reactants [NH2:1][C:2]1[C:10]([CH3:11])=[C:9]([F:12])[CH:8]=[CH:7][C:3]=1[C:4](O)=[O:5].C[N:14]1[C:18](=[O:19])CCC1.NC(N)=O, predict the reaction product. The product is: [F:12][C:9]1[C:10]([CH3:11])=[C:2]2[C:3]([C:4](=[O:5])[NH:14][C:18](=[O:19])[NH:1]2)=[CH:7][CH:8]=1.